This data is from Peptide-MHC class I binding affinity with 185,985 pairs from IEDB/IMGT. The task is: Regression. Given a peptide amino acid sequence and an MHC pseudo amino acid sequence, predict their binding affinity value. This is MHC class I binding data. (1) The peptide sequence is YRNFSFSLK. The MHC is HLA-B35:01 with pseudo-sequence HLA-B35:01. The binding affinity (normalized) is 0.0847. (2) The MHC is HLA-B18:01 with pseudo-sequence HLA-B18:01. The binding affinity (normalized) is 0.0847. The peptide sequence is AIIDYIAYM. (3) The MHC is HLA-A31:01 with pseudo-sequence HLA-A31:01. The peptide sequence is QSPQPVRVK. The binding affinity (normalized) is 0.237. (4) The peptide sequence is YTITVFLHL. The MHC is HLA-A02:06 with pseudo-sequence HLA-A02:06. The binding affinity (normalized) is 0.821. (5) The peptide sequence is CFSTSSDTY. The MHC is HLA-A29:02 with pseudo-sequence HLA-A29:02. The binding affinity (normalized) is 0.477. (6) The peptide sequence is YLKKWLNSF. The MHC is HLA-B40:01 with pseudo-sequence HLA-B40:01. The binding affinity (normalized) is 0.0847. (7) The binding affinity (normalized) is 0.213. The MHC is HLA-A29:02 with pseudo-sequence HLA-A29:02. The peptide sequence is EEAPAAVSF. (8) The peptide sequence is DTAGWDTRI. The MHC is HLA-A26:01 with pseudo-sequence HLA-A26:01. The binding affinity (normalized) is 0.460. (9) The MHC is H-2-Kb with pseudo-sequence H-2-Kb. The binding affinity (normalized) is 0.217. The peptide sequence is VEFLLYRL.